Dataset: Experimentally validated miRNA-target interactions with 360,000+ pairs, plus equal number of negative samples. Task: Binary Classification. Given a miRNA mature sequence and a target amino acid sequence, predict their likelihood of interaction. (1) The miRNA is hsa-miR-6133 with sequence UGAGGGAGGAGGUUGGGUA. The protein sequence of the target gene is MSDYSTGGPPPGPPPPAGGGGGAGGAGGGPPPGPPGAGDRGGGGPGGGGPGGGSAGGPSQPPGGGGPGIRKDAFADAVQRARQIAAKIGGDAATTVNNSTPDFGFGGQKRQLEDGDQPESKKLASQGDSISSQLGPIHPPPRTSMTEEYRVPDGMVGLIIGRGGEQINKIQQDSGCKVQISPDSGGLPERSVSLTGAPESVQKAKMMLDDIVSRGRGGPPGQFHDNANGGQNGTVQEIMIPAGKAGLVIGKGGETIKQLQERAGVKMILIQDGSQNTNVDKPLRIIGDPYKVQQACEMVM.... Result: 1 (interaction). (2) The miRNA is hsa-miR-548w with sequence AAAAGUAACUGCGGUUUUUGCCU. The protein sequence of the target gene is MNRFFGKAKPKAPPPSLTDCIGTVDSRAESIDKKISRLDAELVKYKDQIKKMREGPAKNMVKQKALRVLKQKRMYEQQRDNLAQQSFNMEQANYTIQSLKDTKTTVDAMKLGVKEMKKAYKEVKIDQIEDLQDQLEDMMEDANEIQEALGRSYGTPELDEDDLEAELDALGDELLADEDSSYLDEAASAPAIPEGVPTDTKNKDGVLVDEFGLPQIPAS. Result: 0 (no interaction). (3) The miRNA is mmu-miR-411-3p with sequence UAUGUAACACGGUCCACUAACC. The protein sequence of the target gene is MAAGQNGHEEWVGSAYLFLESAVDKVILSEAYTDPKKKVAIYKALQTALSESGDSSDVLQILKIHCSDPQLIVQLRFCGRVLCGRFLQAYREGALRTALQRCMAPALAQEALRLQLELRAGAEQLDSWLTDEERCLNYILAQKPDRLRDEELAELEDELCKLTCDCTGQGGAIQVASAGSKFPVSSPTEEKPLPAACQTFLFHGQLVVNRPLTLQDQQTFARSVGLKWRRVGRSLQRNCRALRDPALDSLAYEYERDGLYEQAFQLLRRFMQAEGRRATLQRLVEALEENELTSLAEDLL.... Result: 0 (no interaction). (4) The miRNA is hsa-miR-135b-3p with sequence AUGUAGGGCUAAAAGCCAUGGG. The protein sequence of the target gene is MLCYVTRPDAVLMEVEVEAKANGEDCLNQVCRRLGIIEVDYFGLQFTGSKGESLWLNLRNRISQQMDGLAPYRLKLRVKFFVEPHLILQEQTRHIFFLHIKEALLAGHLLCSPEQAVELSALLAQTKFGDYNQNTAKYNYEELCAKELSSATLNSIVAKHKELEGTSQASAEYQVLQIVSAMENYGIEWHSVRDSEGQKLLIGVGPEGISICKDDFSPINRIAYPVVQMATQSGKNVYLTVTKESGNSIVLLFKMISTRAASGLYRAITETHAFYRCDTVTSAVMMQYSRDLKGHLASLF.... Result: 0 (no interaction).